This data is from Peptide-MHC class I binding affinity with 185,985 pairs from IEDB/IMGT. The task is: Regression. Given a peptide amino acid sequence and an MHC pseudo amino acid sequence, predict their binding affinity value. This is MHC class I binding data. (1) The peptide sequence is IMDEPTSSL. The MHC is HLA-B58:01 with pseudo-sequence HLA-B58:01. The binding affinity (normalized) is 0.0847. (2) The MHC is Patr-A0301 with pseudo-sequence Patr-A0301. The peptide sequence is RGNYRVSWPK. The binding affinity (normalized) is 0.694. (3) The peptide sequence is SLAIKNYYR. The MHC is HLA-A03:01 with pseudo-sequence HLA-A03:01. The binding affinity (normalized) is 0.0140. (4) The peptide sequence is TVIYRGTTF. The MHC is HLA-B07:02 with pseudo-sequence HLA-B07:02. The binding affinity (normalized) is 0.115. (5) The peptide sequence is SAFNDDGIY. The MHC is HLA-A33:01 with pseudo-sequence HLA-A33:01. The binding affinity (normalized) is 0.